From a dataset of TCR-epitope binding with 47,182 pairs between 192 epitopes and 23,139 TCRs. Binary Classification. Given a T-cell receptor sequence (or CDR3 region) and an epitope sequence, predict whether binding occurs between them. (1) The epitope is FPPTSFGPL. The TCR CDR3 sequence is CASRRADTQYF. Result: 0 (the TCR does not bind to the epitope). (2) The epitope is TPINLVRDL. The TCR CDR3 sequence is CSVEALDSYDYYGYTF. Result: 0 (the TCR does not bind to the epitope). (3) The epitope is SGPLKAEIAQRLED. The TCR CDR3 sequence is CASSSTGYGYTF. Result: 1 (the TCR binds to the epitope). (4) The epitope is FQPTNGVGY. The TCR CDR3 sequence is CASSLTAGGGNSPLHF. Result: 0 (the TCR does not bind to the epitope). (5) The epitope is KAYNVTQAF. The TCR CDR3 sequence is CASSLGGEGGTDTQYF. Result: 1 (the TCR binds to the epitope). (6) Result: 1 (the TCR binds to the epitope). The epitope is YIFFASFYY. The TCR CDR3 sequence is CASSDRGWGNTEAFF. (7) The epitope is FLASKIGRLV. The TCR CDR3 sequence is CASSLELVSVDTQYF. Result: 0 (the TCR does not bind to the epitope). (8) The TCR CDR3 sequence is CASSMQGSQYF. The epitope is ARMILMTHF. Result: 0 (the TCR does not bind to the epitope).